This data is from Forward reaction prediction with 1.9M reactions from USPTO patents (1976-2016). The task is: Predict the product of the given reaction. (1) Given the reactants [CH2:1]([C:3]1[S:4][C:5]([CH2:12]O)=[C:6]([C:8]([F:11])([F:10])[F:9])[N:7]=1)[CH3:2].[CH2:14]([O:21][C:22]1[CH:31]=[CH:30][CH:29]=[C:28]2[C:23]=1[CH2:24][CH2:25][CH2:26][CH:27]2[C:32]([NH:34][C:35]1[CH:36]=[N:37][C:38]([CH:41]([CH3:43])[CH3:42])=[CH:39][CH:40]=1)=[O:33])[C:15]1[CH:20]=[CH:19][CH:18]=[CH:17][CH:16]=1, predict the reaction product. The product is: [CH2:14]([O:21][C:22]1[CH:31]=[CH:30][CH:29]=[C:28]2[C:23]=1[CH2:24][CH2:25][CH2:26][CH:27]2[C:32]([N:34]([CH2:12][C:5]1[S:4][C:3]([CH2:1][CH3:2])=[N:7][C:6]=1[C:8]([F:9])([F:10])[F:11])[C:35]1[CH:36]=[N:37][C:38]([CH:41]([CH3:43])[CH3:42])=[CH:39][CH:40]=1)=[O:33])[C:15]1[CH:20]=[CH:19][CH:18]=[CH:17][CH:16]=1. (2) Given the reactants [CH2:1]1[NH:6][CH2:5][CH2:4][N:3]2[CH2:7][C@H:8]([CH2:11][N:12]3[C:16]4[CH:17]=[CH:18][CH:19]=[CH:20][C:15]=4[O:14][C:13]3=[O:21])[CH2:9][CH2:10][C@@H:2]12.Cl[C:23]1[CH:28]=[CH:27][C:26]([Cl:29])=[CH:25][N:24]=1.Cl, predict the reaction product. The product is: [Cl:29][C:26]1[CH:27]=[CH:28][C:23]([N:6]2[CH2:5][CH2:4][N:3]3[CH2:7][C@H:8]([CH2:11][N:12]4[C:16]5[CH:17]=[CH:18][CH:19]=[CH:20][C:15]=5[O:14][C:13]4=[O:21])[CH2:9][CH2:10][C@H:2]3[CH2:1]2)=[N:24][CH:25]=1.